Task: Predict the reaction yield, written as a fraction of the theoretical maximum amount of product (1.0 means a 100% yield; for example, 0.34 means a 34% yield).. Dataset: Reaction yield outcomes from USPTO patents with 853,638 reactions (1) The reactants are [C:1]1(/[CH:7]=[CH:8]/[CH2:9][OH:10])[CH:6]=[CH:5][CH:4]=[CH:3][CH:2]=1.C([Li])CCC.[Br:16][C:17]1[CH:22]=[CH:21][C:20](F)=[C:19]([N+:24]([O-:26])=[O:25])[CH:18]=1.Cl. The catalyst is C1COCC1. The product is [Br:16][C:17]1[CH:22]=[CH:21][C:20]([O:10][CH2:9][CH:8]=[CH:7][C:1]2[CH:6]=[CH:5][CH:4]=[CH:3][CH:2]=2)=[C:19]([N+:24]([O-:26])=[O:25])[CH:18]=1. The yield is 0.521. (2) The reactants are [CH2:1]([O:3][C:4](=[O:32])[CH2:5][C:6]([N:8]([CH2:28][CH:29]([CH3:31])[CH3:30])[C:9]1[C:10]([C:23](OCC)=[O:24])=[N:11][CH:12]=[C:13]([CH2:15][C:16]2[CH:21]=[CH:20][C:19]([F:22])=[CH:18][CH:17]=2)[CH:14]=1)=[O:7])[CH3:2].[O-]CC.[Na+]. The catalyst is C(O)C. The product is [F:22][C:19]1[CH:20]=[CH:21][C:16]([CH2:15][C:13]2[CH:14]=[C:9]3[C:10]([C:23]([OH:24])=[C:5]([C:4]([O:3][CH2:1][CH3:2])=[O:32])[C:6](=[O:7])[N:8]3[CH2:28][CH:29]([CH3:31])[CH3:30])=[N:11][CH:12]=2)=[CH:17][CH:18]=1. The yield is 0.990. (3) The reactants are [CH:1]([C:3]1[CH:17]=[CH:16][C:6]([O:7][C:8]([CH3:15])([CH3:14])[C:9]([O:11][CH2:12][CH3:13])=[O:10])=[C:5]([O:18][CH3:19])[CH:4]=1)=O.[NH2:20][C:21]1[CH:26]=[CH:25][CH:24]=[CH:23][C:22]=1[SH:27]. The catalyst is CN(C=O)C. The product is [S:27]1[C:22]2[CH:23]=[CH:24][CH:25]=[CH:26][C:21]=2[N:20]=[C:1]1[C:3]1[CH:17]=[CH:16][C:6]([O:7][C:8]([CH3:15])([CH3:14])[C:9]([O:11][CH2:12][CH3:13])=[O:10])=[C:5]([O:18][CH3:19])[CH:4]=1. The yield is 0.930. (4) The yield is 0.480. The reactants are Br[C:2]1[CH:25]=[CH:24][C:5]2[C:6]3[N:7]([CH:11]=[C:12]([C:14]4[N:18]([CH2:19][C:20]([F:23])([F:22])[F:21])[N:17]=[CH:16][N:15]=4)[N:13]=3)[CH2:8][CH2:9][O:10][C:4]=2[CH:3]=1.O1CCCCC1[O:32][CH2:33][CH2:34][N:35]1[CH:39]=[C:38](B2OC(C)(C)C(C)(C)O2)[CH:37]=[N:36]1. No catalyst specified. The product is [F:21][C:20]([F:23])([F:22])[CH2:19][N:18]1[C:14]([C:12]2[N:13]=[C:6]3[C:5]4[CH:24]=[CH:25][C:2]([C:38]5[CH:37]=[N:36][N:35]([CH2:34][CH2:33][OH:32])[CH:39]=5)=[CH:3][C:4]=4[O:10][CH2:9][CH2:8][N:7]3[CH:11]=2)=[N:15][CH:16]=[N:17]1. (5) The reactants are [C:1](=O)([O-])[O-].[K+].[K+].IC.[Cl:9][C:10]1[C:19]([OH:20])=[CH:18][C:13]([C:14]([O:16][CH3:17])=[O:15])=[CH:12][N:11]=1. The catalyst is CN(C)C=O. The product is [Cl:9][C:10]1[C:19]([O:20][CH3:1])=[CH:18][C:13]([C:14]([O:16][CH3:17])=[O:15])=[CH:12][N:11]=1. The yield is 0.850.